Dataset: Forward reaction prediction with 1.9M reactions from USPTO patents (1976-2016). Task: Predict the product of the given reaction. (1) Given the reactants C(OC(=O)[NH:10][CH2:11][CH2:12][CH2:13][CH2:14][C@H:15]([NH:27][C:28]([CH:30]1[CH2:35][CH2:34][O:33][CH2:32][CH2:31]1)=[O:29])[C:16]([C:18]1[S:19][C:20]2[CH:26]=[CH:25][CH:24]=[CH:23][C:21]=2[N:22]=1)=[O:17])C1C=CC=CC=1.Br.CC(O)=O, predict the reaction product. The product is: [NH2:10][CH2:11][CH2:12][CH2:13][CH2:14][C@H:15]([NH:27][C:28]([CH:30]1[CH2:35][CH2:34][O:33][CH2:32][CH2:31]1)=[O:29])[C:16]([C:18]1[S:19][C:20]2[CH:26]=[CH:25][CH:24]=[CH:23][C:21]=2[N:22]=1)=[O:17]. (2) Given the reactants [O:1]=[C:2]([CH3:13])[CH2:3][C:4]1[CH:5]=[C:6]([CH:10]=[CH:11][CH:12]=1)[C:7]([OH:9])=O.CCN(C(C)C)C(C)C.[CH3:23][O:24][C:25]1[CH:26]=[C:27]([NH:31][C:32]2[C:41]3[C:36](=[C:37]([CH3:54])[CH:38]=[C:39]([S:42]([C:45]4[CH:50]=[CH:49][CH:48]=[C:47]([CH2:51][NH:52][CH3:53])[CH:46]=4)(=[O:44])=[O:43])[CH:40]=3)[N:35]=[CH:34][C:33]=2[C:55]([NH2:57])=[O:56])[CH:28]=[CH:29][CH:30]=1.CN(C(ON1N=NC2C=CC=NC1=2)=[N+](C)C)C.F[P-](F)(F)(F)(F)F, predict the reaction product. The product is: [CH3:23][O:24][C:25]1[CH:26]=[C:27]([NH:31][C:32]2[C:41]3[C:36](=[C:37]([CH3:54])[CH:38]=[C:39]([S:42]([C:45]4[CH:50]=[CH:49][CH:48]=[C:47]([CH2:51][N:52]([C:7]([C:6]5[CH:10]=[CH:11][CH:12]=[C:4]([CH2:3][C:2](=[O:1])[CH3:13])[CH:5]=5)=[O:9])[CH3:53])[CH:46]=4)(=[O:43])=[O:44])[CH:40]=3)[N:35]=[CH:34][C:33]=2[C:55]([NH2:57])=[O:56])[CH:28]=[CH:29][CH:30]=1. (3) Given the reactants [Cl:1][C:2]1[CH:3]=[C:4]([CH:17]=[CH:18][CH:19]=1)[CH2:5][O:6][C:7]1[C:8]2[N:9]([N:13]=[C:14]([NH2:16])[N:15]=2)[CH:10]=[CH:11][CH:12]=1.Br[C:21]1[CH:26]=[CH:25][C:24]([N:27]2[CH2:32][CH2:31][N:30]([CH3:33])[CH2:29][CH2:28]2)=[CH:23][CH:22]=1, predict the reaction product. The product is: [Cl:1][C:2]1[CH:3]=[C:4]([CH:17]=[CH:18][CH:19]=1)[CH2:5][O:6][C:7]1[C:8]2[N:9]([N:13]=[C:14]([NH:16][C:21]3[CH:22]=[CH:23][C:24]([N:27]4[CH2:32][CH2:31][N:30]([CH3:33])[CH2:29][CH2:28]4)=[CH:25][CH:26]=3)[N:15]=2)[CH:10]=[CH:11][CH:12]=1.